Predict the product of the given reaction. From a dataset of Forward reaction prediction with 1.9M reactions from USPTO patents (1976-2016). Given the reactants [CH3:1][O:2][C:3]1[C:8]([O:9][CH3:10])=[CH:7][C:6]([CH:11]=[C:12]([C:22]2[CH:27]=[CH:26][C:25]([O:28][CH3:29])=[CH:24][CH:23]=2)[CH2:13][N:14]2[CH2:18][CH2:17][CH2:16][CH:15]2[C:19](O)=[O:20])=[C:5]([N+:30]([O-:32])=[O:31])[CH:4]=1.N, predict the reaction product. The product is: [CH3:1][O:2][C:3]1[C:8]([O:9][CH3:10])=[CH:7][C:6]([CH:11]=[C:12]([C:22]2[CH:23]=[CH:24][C:25]([O:28][CH3:29])=[CH:26][CH:27]=2)[CH2:13][N:14]2[CH2:18][CH2:17][CH2:16][CH:15]2[CH2:19][OH:20])=[C:5]([N+:30]([O-:32])=[O:31])[CH:4]=1.